Dataset: Catalyst prediction with 721,799 reactions and 888 catalyst types from USPTO. Task: Predict which catalyst facilitates the given reaction. (1) Product: [CH2:1]([O:3][C:4](=[O:18])[CH2:5][CH:6]([CH3:17])[C:7]([C:9]1[CH:10]=[CH:11][C:12]([OH:15])=[CH:13][CH:14]=1)=[O:8])[CH3:2]. Reactant: [CH2:1]([O:3][C:4](=[O:18])[CH2:5][CH:6]([CH3:17])[C:7]([C:9]1[CH:14]=[CH:13][C:12]([O:15]C)=[CH:11][CH:10]=1)=[O:8])[CH3:2].C(O)(=O)C.Br. The catalyst class is: 8. (2) Reactant: [CH:1]([O:4][C:5]1[N:6]=[CH:7][C:8]2[C:16]3[C:11](=[CH:12][CH:13]=[C:14]([C@@H:17]4[O:22][CH2:21][CH2:20][N:19](C(OC(C)(C)C)=O)[CH2:18]4)[CH:15]=3)[NH:10][C:9]=2[N:30]=1)([CH3:3])[CH3:2].[ClH:31].CCOCC. Product: [ClH:31].[CH:1]([O:4][C:5]1[N:6]=[CH:7][C:8]2[C:16]3[C:11](=[CH:12][CH:13]=[C:14]([C@@H:17]4[O:22][CH2:21][CH2:20][NH:19][CH2:18]4)[CH:15]=3)[NH:10][C:9]=2[N:30]=1)([CH3:3])[CH3:2]. The catalyst class is: 12. (3) Product: [F:17][C:18]([F:29])([F:28])[C:19]([N:1]1[C:9]2[C:4](=[CH:5][CH:6]=[CH:7][CH:8]=2)[CH2:3][CH2:2]1)=[O:20]. The catalyst class is: 2. Reactant: [NH:1]1[C:9]2[C:4](=[CH:5][CH:6]=[CH:7][CH:8]=2)[CH2:3][CH2:2]1.C(N(CC)CC)C.[F:17][C:18]([F:29])([F:28])[C:19](O[C:19](=[O:20])[C:18]([F:29])([F:28])[F:17])=[O:20]. (4) Reactant: [CH2:1]([O:3][C:4]([N:6]1[C:15]2[C:10](=[N:11][C:12]([O:16][CH3:17])=[CH:13][CH:14]=2)[C@@H:9]([NH:18][C:19]2[N:24]=[C:23]([CH2:25][C:26]3[CH:31]=[C:30]([C:32]([F:35])([F:34])[F:33])[CH:29]=[C:28]([C:36]([F:39])([F:38])[F:37])[CH:27]=3)[C:22]([O:40][CH2:41][C:42](O)=[O:43])=[CH:21][N:20]=2)[CH2:8][C@H:7]1[CH2:45][CH3:46])=[O:5])[CH3:2].[NH:47]1[CH2:52][CH2:51][O:50][CH2:49][CH2:48]1.Cl.CN(C)CCCN=C=NCC.O.ON1C2C=CC=CC=2N=N1. Product: [CH2:1]([O:3][C:4]([N:6]1[C:15]2[C:10](=[N:11][C:12]([O:16][CH3:17])=[CH:13][CH:14]=2)[C@@H:9]([NH:18][C:19]2[N:24]=[C:23]([CH2:25][C:26]3[CH:27]=[C:28]([C:36]([F:39])([F:38])[F:37])[CH:29]=[C:30]([C:32]([F:33])([F:35])[F:34])[CH:31]=3)[C:22]([O:40][CH2:41][C:42]([N:47]3[CH2:52][CH2:51][O:50][CH2:49][CH2:48]3)=[O:43])=[CH:21][N:20]=2)[CH2:8][C@H:7]1[CH2:45][CH3:46])=[O:5])[CH3:2]. The catalyst class is: 35. (5) Reactant: [Cl:1][C:2]1[CH:3]=[C:4]([OH:11])[C:5]([N+:8]([O-:10])=[O:9])=[N:6][CH:7]=1.[H-].[Na+].[CH:14]1(I)[CH2:18][CH2:17][CH2:16][CH2:15]1.O. Product: [Cl:1][C:2]1[CH:3]=[C:4]([O:11][CH:14]2[CH2:18][CH2:17][CH2:16][CH2:15]2)[C:5]([N+:8]([O-:10])=[O:9])=[N:6][CH:7]=1. The catalyst class is: 3. (6) Reactant: C(N(C(C1CC1)C)C(=O)CN1C(=O)[C@:24]2([C:26]3[C:30](=C[C:19]([NH:23][C:24]([C:26]4C=NO[C:30]=4[CH3:31])=O)=CC=3)[CH2:31]C2)[NH:23][C:19]1=O)C1C=CC=CC=1.CN1CCOCC1.C([Cl:55])(=O)OCC(C)C.[CH2:56]1[CH2:60][O:59][CH2:58][CH2:57]1. Product: [N:23]1([CH2:58]/[CH:57]=[CH:56]/[C:60]([Cl:55])=[O:59])[CH2:19][CH2:31][CH2:30][CH2:26][CH2:24]1. The catalyst class is: 6. (7) The catalyst class is: 12. Product: [C:28]([C:25]1[CH:26]=[CH:27][C:22]([C:11]2[CH:12]=[C:13]3[C:8](=[CH:9][CH:10]=2)[N:7]([C:32]2[CH:33]=[CH:34][C:35]([O:38][CH:39]([CH3:41])[CH3:40])=[CH:36][CH:37]=2)[C:6]([C:4]([OH:3])=[O:5])=[C:14]3[CH2:32][N:7]2[CH2:8][CH2:9][O:42][CH2:4][CH2:6]2)=[CH:23][CH:24]=1)([CH3:29])([CH3:31])[CH3:30]. Reactant: C([O:3][C:4]([C:6]1[N:7]([C:32]2[CH:37]=[CH:36][C:35]([O:38][CH:39]([CH3:41])[CH3:40])=[CH:34][CH:33]=2)[C:8]2[C:13]([C:14]=1N1CCOCC1)=[C:12](C)[C:11]([C:22]1[CH:27]=[CH:26][C:25]([C:28]([CH3:31])([CH3:30])[CH3:29])=[CH:24][CH:23]=1)=[CH:10][CH:9]=2)=[O:5])C.[OH-:42].[Na+].Cl.